The task is: Predict the reaction yield, written as a fraction of the theoretical maximum amount of product (1.0 means a 100% yield; for example, 0.34 means a 34% yield).. This data is from Reaction yield outcomes from USPTO patents with 853,638 reactions. (1) The catalyst is C(Cl)(Cl)Cl. The yield is 0.370. The product is [N:29]1([CH:11]2[C:12]3[C:17](=[CH:16][CH:15]=[CH:14][CH:13]=3)[N:8]([C:6](=[O:7])[C:5]3[CH:19]=[CH:20][C:21]([O:22][CH3:23])=[C:3]([O:2][CH3:1])[CH:4]=3)[CH2:9][CH2:10]2)[C:38]2[CH:33]([CH2:34][CH:35]=[CH:36][CH:37]=2)[CH2:32][CH2:31][CH2:30]1. The reactants are [CH3:1][O:2][C:3]1[CH:4]=[C:5]([CH:19]=[CH:20][C:21]=1[O:22][CH3:23])[C:6]([N:8]1[C:17]2[C:12](=[CH:13][CH:14]=[CH:15][CH:16]=2)[CH:11](O)[CH2:10][CH2:9]1)=[O:7].I[Si](C)(C)C.[NH:29]1[C:38]2[C:33](=[CH:34][CH:35]=[CH:36][CH:37]=2)[CH2:32][CH2:31][CH2:30]1.C(=O)([O-])[O-].[Ba+2]. (2) The reactants are Cl[CH2:2][CH2:3][C:4]([C:6]1[CH:11]=[CH:10][C:9]([F:12])=[C:8]([F:13])[CH:7]=1)=[O:5].C1(C=C(O)C=C(O)C=1)O.[N:23]([O-:25])=[O:24].[Na+]. The catalyst is [I-].[Na+].CN(C)C=O. The product is [F:13][C:8]1[CH:7]=[C:6]([C:4](=[O:5])[CH2:3][CH2:2][N+:23]([O-:25])=[O:24])[CH:11]=[CH:10][C:9]=1[F:12]. The yield is 0.704. (3) The reactants are [CH2:1]([O:3][C:4]([CH:6]1[CH2:11][CH2:10][N:9]([C:12]([O:14][C:15]([CH3:18])([CH3:17])[CH3:16])=[O:13])[CH2:8][CH2:7]1)=[O:5])[CH3:2].C[Si]([N-][Si](C)(C)C)(C)C.[Na+].[N+:29]([C:32]1[CH:39]=[CH:38][CH:37]=[CH:36][C:33]=1[CH2:34]Br)([O-:31])=[O:30]. The catalyst is O1CCCC1. The product is [CH2:1]([O:3][C:4]([C:6]1([CH2:34][C:33]2[CH:36]=[CH:37][CH:38]=[CH:39][C:32]=2[N+:29]([O-:31])=[O:30])[CH2:11][CH2:10][N:9]([C:12]([O:14][C:15]([CH3:17])([CH3:16])[CH3:18])=[O:13])[CH2:8][CH2:7]1)=[O:5])[CH3:2]. The yield is 0.130. (4) The reactants are [N:1]1[C:8]([Cl:9])=[N:7][C:5](Cl)=[N:4][C:2]=1[Cl:3].[NH:10]1[CH2:15][CH2:14][O:13][CH2:12][CH2:11]1.CCN(CC)CC. The catalyst is C(Cl)Cl. The product is [Cl:9][C:8]1[N:1]=[C:2]([Cl:3])[N:4]=[C:5]([N:10]2[CH2:15][CH2:14][O:13][CH2:12][CH2:11]2)[N:7]=1. The yield is 0.950. (5) The reactants are F[B-](F)(F)F.[CH3:6][O+:7]([CH3:9])C.[CH3:10][N:11]1[CH2:16][C:15]([CH3:26])([C:17]2[CH:22]=[CH:21][CH:20]=[C:19]([N+:23]([O-:25])=[O:24])[CH:18]=2)[NH:14]C(=O)[C:12]1=[O:28]. The catalyst is C(Cl)Cl. The product is [CH3:6][O:7][C:9]1[C:12](=[O:28])[N:11]([CH3:10])[CH2:16][C:15]([CH3:26])([C:17]2[CH:22]=[CH:21][CH:20]=[C:19]([N+:23]([O-:25])=[O:24])[CH:18]=2)[N:14]=1. The yield is 0.790.